From a dataset of Full USPTO retrosynthesis dataset with 1.9M reactions from patents (1976-2016). Predict the reactants needed to synthesize the given product. (1) Given the product [NH:23]1[CH:27]=[CH:26][C:25]([C:2]2[N:7]=[C:6]([O:8][CH2:9][CH2:10][CH2:11][CH2:12][N:13]3[CH2:22][CH2:21][C:20]4[C:15](=[CH:16][CH:17]=[CH:18][CH:19]=4)[CH2:14]3)[CH:5]=[CH:4][CH:3]=2)=[N:24]1, predict the reactants needed to synthesize it. The reactants are: Cl[C:2]1[N:7]=[C:6]([O:8][CH2:9][CH2:10][CH2:11][CH2:12][N:13]2[CH2:22][CH2:21][C:20]3[C:15](=[CH:16][CH:17]=[CH:18][CH:19]=3)[CH2:14]2)[CH:5]=[CH:4][CH:3]=1.[NH:23]1[CH:27]=[CH:26][C:25](B(O)O)=[N:24]1.C(=O)([O-])[O-].[Cs+].[Cs+]. (2) Given the product [CH:1]1([N:5]2[CH2:10][CH2:9][N:8]([C:17]([NH2:18])=[NH:12])[CH2:7][CH2:6]2)[CH2:4][CH2:3][CH2:2]1, predict the reactants needed to synthesize it. The reactants are: [CH:1]1([N:5]2[CH2:10][CH2:9][NH:8][CH2:7][CH2:6]2)[CH2:4][CH2:3][CH2:2]1.Cl.[N:12]1([C:17](N)=[NH:18])C=CC=N1. (3) Given the product [O:15]([CH2:22][CH2:23][NH:24][C:2]1[C:11]2[C:6](=[CH:7][CH:8]=[CH:9][N:10]=2)[N:5]=[CH:4][C:3]=1[N+:12]([O-:14])=[O:13])[C:16]1[CH:21]=[CH:20][CH:19]=[CH:18][CH:17]=1, predict the reactants needed to synthesize it. The reactants are: Cl[C:2]1[C:11]2[C:6](=[CH:7][CH:8]=[CH:9][N:10]=2)[N:5]=[CH:4][C:3]=1[N+:12]([O-:14])=[O:13].[O:15]([CH2:22][CH2:23][NH2:24])[C:16]1[CH:21]=[CH:20][CH:19]=[CH:18][CH:17]=1. (4) Given the product [Cl:13][C:14]1[CH:15]=[C:16]([C:23]2[CH:27]=[CH:26][N:25]([CH2:28][C@@H:29]([NH:31][C:32]([C:34]3[N:35]=[CH:36][N:37]([C:7]4[CH:8]=[N:9][CH:10]=[CH:11][CH:12]=4)[CH:38]=3)=[O:33])[CH3:30])[N:24]=2)[CH:17]=[C:18]([F:22])[C:19]=1[C:20]#[N:21], predict the reactants needed to synthesize it. The reactants are: B1([C:7]2[CH:12]=[CH:11][CH:10]=[N:9][CH:8]=2)OCCCO1.[Cl:13][C:14]1[CH:15]=[C:16]([C:23]2[CH:27]=[CH:26][N:25]([CH2:28][C@@H:29]([NH:31][C:32]([C:34]3[N:35]=[CH:36][NH:37][CH:38]=3)=[O:33])[CH3:30])[N:24]=2)[CH:17]=[C:18]([F:22])[C:19]=1[C:20]#[N:21].N1C=CC=CC=1. (5) Given the product [C:20]1([NH:18][C:16]2[N:17]=[C:10]3[C:9]([C:6]4[CH:7]=[N:8][CH:3]=[CH:4][CH:5]=4)=[CH:14][CH:13]=[CH:12][N:11]3[N:15]=2)[CH:25]=[CH:24][CH:23]=[CH:22][CH:21]=1.[CH3:1][O:2][C:3]1[N:8]=[CH:7][C:6]([C:9]2[C:10]3[N:11]([N:15]=[C:16]([NH:18][C:20]4[CH:21]=[CH:22][C:23]([N:26]5[CH2:27][CH2:28][O:29][CH2:30][CH2:31]5)=[CH:24][CH:25]=4)[N:17]=3)[CH:12]=[CH:13][CH:14]=2)=[CH:5][CH:4]=1, predict the reactants needed to synthesize it. The reactants are: [CH3:1][O:2][C:3]1[N:8]=[CH:7][C:6]([C:9]2[C:10]3[N:11]([N:15]=[C:16]([NH2:18])[N:17]=3)[CH:12]=[CH:13][CH:14]=2)=[CH:5][CH:4]=1.Br[C:20]1[CH:25]=[CH:24][C:23]([N:26]2[CH2:31][CH2:30][O:29][CH2:28][CH2:27]2)=[CH:22][CH:21]=1. (6) Given the product [Cl:1][C:2]1[CH:11]=[C:10]([CH:12]([NH2:33])[CH3:13])[C:9]([N:15]2[CH2:20][CH2:19][N:18]([CH:21]3[CH2:26][CH2:25][CH2:24][CH2:23][CH2:22]3)[CH2:17][CH2:16]2)=[C:8]2[C:3]=1[CH:4]=[CH:5][CH:6]=[N:7]2, predict the reactants needed to synthesize it. The reactants are: [Cl:1][C:2]1[CH:11]=[C:10]([C:12](=O)[CH3:13])[C:9]([N:15]2[CH2:20][CH2:19][N:18]([CH:21]3[CH2:26][CH2:25][CH2:24][CH2:23][CH2:22]3)[CH2:17][CH2:16]2)=[C:8]2[C:3]=1[CH:4]=[CH:5][CH:6]=[N:7]2.C([O-])(=O)C.[NH4+].C([BH3-])#[N:33].[Na+].O1CCCC1. (7) Given the product [Br:7][CH2:1][C:2]1[S:6][CH:5]=[N:4][CH:3]=1.[CH3:9][N:8]([CH2:1][C:2]1[S:6][CH:5]=[N:4][CH:3]=1)[CH3:12], predict the reactants needed to synthesize it. The reactants are: [CH3:1][C:2]1[S:6][CH:5]=[N:4][CH:3]=1.[Br:7][N:8]1[C:12](=O)CC[C:9]1=O.N(C(C)(C)C#N)=NC(C)(C)C#N.N1CCOCC1.